From a dataset of Forward reaction prediction with 1.9M reactions from USPTO patents (1976-2016). Predict the product of the given reaction. (1) Given the reactants [Cl:1][C:2]1[CH:3]=[C:4]([NH:16][C:17]2[C:26]3[C:21](=[CH:22][CH:23]=[CH:24][C:25]=3[O:27][C@@H:28]([CH3:33])[C:29](OC)=[O:30])[N:20]=[CH:19][N:18]=2)[CH:5]=[CH:6][C:7]=1[O:8][CH2:9][C:10]1[CH:15]=[CH:14][CH:13]=[CH:12][N:11]=1.O.[OH:35][C@H:36]1[CH2:40][CH2:39][NH:38][CH2:37]1, predict the reaction product. The product is: [Cl:1][C:2]1[CH:3]=[C:4]([NH:16][C:17]2[C:26]3[C:21](=[CH:22][CH:23]=[CH:24][C:25]=3[O:27][C@@H:28]([CH3:33])[C:29]([N:38]3[CH2:39][CH2:40][C@@H:36]([OH:35])[CH2:37]3)=[O:30])[N:20]=[CH:19][N:18]=2)[CH:5]=[CH:6][C:7]=1[O:8][CH2:9][C:10]1[CH:15]=[CH:14][CH:13]=[CH:12][N:11]=1. (2) Given the reactants [CH3:1][C:2]([O:5][C:6]([N:8]([C:26]([O:28][C:29]([CH3:32])([CH3:31])[CH3:30])=[O:27])[C:9]1[C:17]2[C:12](=[CH:13][C:14](Br)=[CH:15][CH:16]=2)[N:11]([C:19]([O:21][C:22]([CH3:25])([CH3:24])[CH3:23])=[O:20])[N:10]=1)=[O:7])([CH3:4])[CH3:3].[B:33]1([B:33]2[O:37][C:36]([CH3:39])([CH3:38])[C:35]([CH3:41])([CH3:40])[O:34]2)[O:37][C:36]([CH3:39])([CH3:38])[C:35]([CH3:41])([CH3:40])[O:34]1.CC([O-])=O.[K+].C(Cl)Cl, predict the reaction product. The product is: [CH3:1][C:2]([O:5][C:6]([N:8]([C:26]([O:28][C:29]([CH3:32])([CH3:31])[CH3:30])=[O:27])[C:9]1[C:17]2[C:12](=[CH:13][C:14]([B:33]3[O:37][C:36]([CH3:39])([CH3:38])[C:35]([CH3:41])([CH3:40])[O:34]3)=[CH:15][CH:16]=2)[N:11]([C:19]([O:21][C:22]([CH3:25])([CH3:24])[CH3:23])=[O:20])[N:10]=1)=[O:7])([CH3:4])[CH3:3]. (3) Given the reactants [NH:1]1[CH2:6][CH2:5][CH2:4][CH:3]([NH:7][C:8]2[C:13]([C:14]([NH2:16])=[O:15])=[CH:12][N:11]=[C:10]3[NH:17][CH:18]=[CH:19][C:9]=23)[CH2:2]1.[N:20]([CH2:23][C:24]1[CH:29]=[CH:28][CH:27]=[CH:26][CH:25]=1)=[C:21]=[O:22].CCN(C(C)C)C(C)C, predict the reaction product. The product is: [CH2:23]([NH:20][C:21]([N:1]1[CH2:6][CH2:5][CH2:4][CH:3]([NH:7][C:8]2[C:13]([C:14]([NH2:16])=[O:15])=[CH:12][N:11]=[C:10]3[NH:17][CH:18]=[CH:19][C:9]=23)[CH2:2]1)=[O:22])[C:24]1[CH:29]=[CH:28][CH:27]=[CH:26][CH:25]=1. (4) Given the reactants O[C@H:2]([C:19]1[CH:24]=[CH:23][C:22]([O:25][CH3:26])=[CH:21][C:20]=1[CH3:27])[C@@H:3]1[CH2:7][CH2:6][C:5](=[O:8])[N:4]1[CH2:9][CH2:10][NH:11][C:12](=[O:18])[O:13][C:14]([CH3:17])([CH3:16])[CH3:15].CCN(CC)CC.CS(Cl)(=O)=O.N#N, predict the reaction product. The product is: [CH3:26][O:25][C:22]1[CH:23]=[CH:24][C:19]([C@H:2]2[N:11]([C:12]([O:13][C:14]([CH3:17])([CH3:16])[CH3:15])=[O:18])[CH2:10][CH2:9][N:4]3[C:5](=[O:8])[CH2:6][CH2:7][C@@H:3]23)=[C:20]([CH3:27])[CH:21]=1. (5) The product is: [F:1][C:2]1[CH:3]=[C:4]([CH2:13][CH2:14][C:15]2[CH:16]=[CH:17][C:18]([O:21][CH2:23][C:24]([OH:26])=[O:25])=[CH:19][CH:20]=2)[C:5]2[O:9][C:8]([CH3:11])([CH3:10])[CH2:7][C:6]=2[CH:12]=1. Given the reactants [F:1][C:2]1[CH:3]=[C:4]([CH2:13][CH2:14][C:15]2[CH:20]=[CH:19][C:18]([OH:21])=[CH:17][CH:16]=2)[C:5]2[O:9][C:8]([CH3:11])([CH3:10])[CH2:7][C:6]=2[CH:12]=1.Br[CH2:23][C:24]([O:26]CC)=[O:25].C(=O)([O-])[O-].[Cs+].[Cs+], predict the reaction product. (6) The product is: [Cl:1][C:2]1[CH:3]=[C:4]([CH:5]=[C:6]([CH3:8])[CH:7]=1)[O:9][C@@H:11]([CH3:16])[C:12]([O:14][CH3:15])=[O:13]. Given the reactants [Cl:1][C:2]1[CH:3]=[C:4]([OH:9])[CH:5]=[C:6]([CH3:8])[CH:7]=1.O[C@H:11]([CH3:16])[C:12]([O:14][CH3:15])=[O:13], predict the reaction product. (7) Given the reactants N1CCC[CH2:2]1.CC(=O)CC.[C-]#N.[K+].[CH3:14][C:15]([N:19]1[CH2:23][CH2:22][CH2:21][CH2:20]1)([CH3:18])[C:16]#[N:17], predict the reaction product. The product is: [CH3:14][C:15]([N:19]1[CH2:23][CH2:22][CH2:21][CH2:20]1)([CH2:18][CH3:2])[C:16]#[N:17].